From a dataset of Forward reaction prediction with 1.9M reactions from USPTO patents (1976-2016). Predict the product of the given reaction. Given the reactants CC([Mg]Cl)C.Br[C:7]1[CH:8]=[C:9]([CH:13]=[C:14]([S:16]([F:21])([F:20])([F:19])([F:18])[F:17])[CH:15]=1)[C:10]([OH:12])=[O:11].CN([CH:25]=[O:26])C.Cl, predict the reaction product. The product is: [CH:25]([C:7]1[CH:8]=[C:9]([CH:13]=[C:14]([S:16]([F:21])([F:20])([F:19])([F:18])[F:17])[CH:15]=1)[C:10]([OH:12])=[O:11])=[O:26].